From a dataset of Plasma protein binding rate (PPBR) regression data from AstraZeneca. Regression/Classification. Given a drug SMILES string, predict its absorption, distribution, metabolism, or excretion properties. Task type varies by dataset: regression for continuous measurements (e.g., permeability, clearance, half-life) or binary classification for categorical outcomes (e.g., BBB penetration, CYP inhibition). For this dataset (ppbr_az), we predict Y. The compound is CC(C)Cc1c(C(=O)C(N)=O)c2c(OCC(=O)O)cccc2n1Cc1ccccc1. The Y is 96.9 %.